This data is from Catalyst prediction with 721,799 reactions and 888 catalyst types from USPTO. The task is: Predict which catalyst facilitates the given reaction. (1) Reactant: [CH2:1]([O:4][CH2:5][CH2:6][CH2:7][O:8][C:9]1[CH:14]=[CH:13][CH:12]=[CH:11][CH:10]=1)[CH2:2][CH3:3].[Cl:15][S:16](O)(=[O:18])=[O:17].O. Product: [CH2:1]([O:4][CH2:5][CH2:6][CH2:7][O:8][C:9]1[CH:10]=[CH:11][C:12]([S:16]([Cl:15])(=[O:18])=[O:17])=[CH:13][CH:14]=1)[CH2:2][CH3:3]. The catalyst class is: 217. (2) Reactant: [ClH:1].C(OC(=O)[NH:8][CH2:9][C:10]1[S:11][CH:12]=[C:13]([C:15]2[C:24]([CH3:25])=[C:23]3[C:18]([C:19](=[O:30])[NH:20][C:21](=[O:29])[N:22]3[CH:26]3[CH2:28][CH2:27]3)=[CH:17][C:16]=2[F:31])[CH:14]=1)(C)(C)C. Product: [ClH:1].[NH2:8][CH2:9][C:10]1[S:11][CH:12]=[C:13]([C:15]2[C:24]([CH3:25])=[C:23]3[C:18]([C:19](=[O:30])[NH:20][C:21](=[O:29])[N:22]3[CH:26]3[CH2:27][CH2:28]3)=[CH:17][C:16]=2[F:31])[CH:14]=1. The catalyst class is: 5. (3) Reactant: [OH:1][C:2]1[C:3](=[O:16])[CH:4]=[C:5]([CH2:8][O:9][CH:10]2[CH2:15][CH2:14][CH2:13][CH2:12][O:11]2)[O:6][CH:7]=1.C([O-])([O-])=O.[Cs+].[Cs+].[Br:23][CH2:24][C:25]1[CH:30]=[CH:29][CH:28]=[CH:27][C:26]=1[CH2:31]Br. Product: [Br:23][CH2:24][C:25]1[CH:30]=[CH:29][CH:28]=[CH:27][C:26]=1[CH2:31][O:1][C:2]1[C:3](=[O:16])[CH:4]=[C:5]([CH2:8][O:9][CH:10]2[CH2:15][CH2:14][CH2:13][CH2:12][O:11]2)[O:6][CH:7]=1. The catalyst class is: 3. (4) Reactant: C(=O)([O-])[O-].[K+].[K+].[OH:7][C:8]1[CH:17]=[CH:16][C:15]2[C:10](=[CH:11][CH:12]=[CH:13][CH:14]=2)[C:9]=1[CH:18]=O.Br[CH2:21][C:22]([O:24]CC)=[O:23].[CH3:27][CH2:28]CCCC. Product: [CH:18]1[C:9]2[C:10]3[C:15](=[CH:14][CH:13]=[CH:12][CH:11]=3)[CH:16]=[CH:17][C:8]=2[O:7][C:21]=1[C:22]([OH:24])=[O:23].[CH2:27]([C:18]1[C:9]2[C:10]3[C:15](=[CH:14][CH:13]=[CH:12][CH:11]=3)[CH:16]=[CH:17][C:8]=2[O:7][C:21]=1[C:22]([OH:24])=[O:23])[CH3:28]. The catalyst class is: 42. (5) Reactant: N(C(OCC)=O)=NC(OCC)=O.[C:13]([O:17][C:18](=[O:29])[NH:19][C@H:20]1[CH2:25][CH2:24][C@H:23]([CH2:26][CH2:27][OH:28])[CH2:22][CH2:21]1)([CH3:16])([CH3:15])[CH3:14].[CH3:30][O:31][C:32]1[N:33]=[C:34]2[C:39](=[CH:40][CH:41]=1)[N:38]=[CH:37][C:36](O)=[CH:35]2.C1(P(C2C=CC=CC=2)C2C=CC=CC=2)C=CC=CC=1. Product: [C:13]([O:17][C:18](=[O:29])[NH:19][C@H:20]1[CH2:21][CH2:22][C@H:23]([CH2:26][CH2:27][O:28][C:36]2[CH:37]=[N:38][C:39]3[C:34]([CH:35]=2)=[N:33][C:32]([O:31][CH3:30])=[CH:41][CH:40]=3)[CH2:24][CH2:25]1)([CH3:16])([CH3:14])[CH3:15]. The catalyst class is: 54. (6) Reactant: C([O:3][C:4]([C:6]1[CH:11]=[C:10]([O:12][C:13]2[CH:14]=[C:15]3[C:19](=[CH:20][CH:21]=2)[N:18]([C:22](=[O:34])[NH:23][C:24]2[CH:29]=[CH:28][CH:27]=[C:26]([C:30]([F:33])([F:32])[F:31])[CH:25]=2)[CH2:17][CH2:16]3)[N:9]=[CH:8][N:7]=1)=[O:5])C.[H-].C([Al+]CC(C)C)C(C)C. Product: [F:32][C:30]([F:31])([F:33])[C:26]1[CH:25]=[C:24]([NH:23][C:22]([N:18]2[C:19]3[C:15](=[CH:14][C:13]([O:12][C:10]4[CH:11]=[C:6]([CH:4]([OH:5])[OH:3])[N:7]=[CH:8][N:9]=4)=[CH:21][CH:20]=3)[CH2:16][CH2:17]2)=[O:34])[CH:29]=[CH:28][CH:27]=1. The catalyst class is: 387.